Task: Predict the reactants needed to synthesize the given product.. Dataset: Full USPTO retrosynthesis dataset with 1.9M reactions from patents (1976-2016) (1) Given the product [CH2:1]([C:3]1[CH:11]=[C:10]([CH3:12])[C:9]([C:13]2[NH:17][C:16]3[CH2:18][O:19][CH2:20][CH:21]([CH3:22])[C:15]=3[N:14]=2)=[CH:8][C:4]=1[C:5]([N:24]1[CH2:29][CH2:28][CH:27]([C:30]2[CH:37]=[CH:36][C:33]([C:34]#[N:35])=[CH:32][CH:31]=2)[CH2:26][CH2:25]1)=[O:6])[CH3:2], predict the reactants needed to synthesize it. The reactants are: [CH2:1]([C:3]1[CH:11]=[C:10]([CH3:12])[C:9]([C:13]2[NH:17][C:16]3[CH2:18][O:19][CH2:20][CH:21]([CH3:22])[C:15]=3[N:14]=2)=[CH:8][C:4]=1[C:5](O)=[O:6])[CH3:2].Cl.[NH:24]1[CH2:29][CH2:28][CH:27]([C:30]2[CH:37]=[CH:36][C:33]([C:34]#[N:35])=[CH:32][CH:31]=2)[CH2:26][CH2:25]1.C(Cl)CCl. (2) Given the product [CH2:1]([O:3][C:4](=[O:12])[C:5]1[CH:10]=[CH:9][CH:8]=[N:7][C:6]=1[NH:25][CH2:24][C:23]1[CH:26]=[CH:27][C:28]([F:29])=[C:21]([F:20])[CH:22]=1)[CH3:2], predict the reactants needed to synthesize it. The reactants are: [CH2:1]([O:3][C:4](=[O:12])[C:5]1[CH:10]=[CH:9][CH:8]=[N:7][C:6]=1Cl)[CH3:2].C(N(CC)CC)C.[F:20][C:21]1[CH:22]=[C:23]([CH:26]=[CH:27][C:28]=1[F:29])[CH2:24][NH2:25]. (3) Given the product [I:24][C:19]1[N:5]2[N:6]=[C:7]([C:9]3[CH:14]=[CH:13][C:12]([C:15]([F:16])([F:17])[F:18])=[CH:11][CH:10]=3)[CH:8]=[C:3]([C:2]([F:1])([F:22])[F:23])[C:4]2=[N:21][CH:20]=1, predict the reactants needed to synthesize it. The reactants are: [F:1][C:2]([F:23])([F:22])[C:3]1[C:4]2[N:5]([CH:19]=[CH:20][N:21]=2)[N:6]=[C:7]([C:9]2[CH:14]=[CH:13][C:12]([C:15]([F:18])([F:17])[F:16])=[CH:11][CH:10]=2)[CH:8]=1.[I:24]Cl. (4) The reactants are: [Cl:1][C:2]1[CH:3]=[C:4]([N:9]=[C:10]=[S:11])[CH:5]=[CH:6][C:7]=1[Br:8].[CH2:12]([O:14][C:15]1[CH:16]=[C:17]([CH:22]=[CH:23][CH:24]=1)[C:18]([NH:20][NH2:21])=O)[CH3:13]. Given the product [Cl:1][C:2]1[CH:3]=[C:4]([NH:9][C:10]2[S:11][C:18]([C:17]3[CH:22]=[CH:23][CH:24]=[C:15]([O:14][CH2:12][CH3:13])[CH:16]=3)=[N:20][N:21]=2)[CH:5]=[CH:6][C:7]=1[Br:8], predict the reactants needed to synthesize it.